This data is from Catalyst prediction with 721,799 reactions and 888 catalyst types from USPTO. The task is: Predict which catalyst facilitates the given reaction. Reactant: Br[C:2]1[CH:7]=[CH:6][C:5]([S:8]([N:11]2[CH2:15][CH2:14][CH2:13][CH:12]2[CH2:16][O:17][Si:18]([C:21]([CH3:24])([CH3:23])[CH3:22])([CH3:20])[CH3:19])(=[O:10])=[O:9])=[CH:4][CH:3]=1.[B:25](OC(C)C)([O:30]C(C)C)[O:26]C(C)C.[Li]CCCC.Cl. Product: [Si:18]([O:17][CH2:16][C@H:12]1[CH2:13][CH2:14][CH2:15][N:11]1[S:8]([C:5]1[CH:6]=[CH:7][C:2]([B:25]([OH:30])[OH:26])=[CH:3][CH:4]=1)(=[O:10])=[O:9])([C:21]([CH3:24])([CH3:23])[CH3:22])([CH3:20])[CH3:19]. The catalyst class is: 1.